Dataset: Retrosynthesis with 50K atom-mapped reactions and 10 reaction types from USPTO. Task: Predict the reactants needed to synthesize the given product. Given the product Cc1ccc(S(=O)(=O)OCC2Cc3ccc(F)c(-c4ccccc4C)c3O2)cc1, predict the reactants needed to synthesize it. The reactants are: Cc1ccc(S(=O)(=O)Cl)cc1.Cc1ccccc1-c1c(F)ccc2c1OC(CO)C2.